Task: Predict the product of the given reaction.. Dataset: Forward reaction prediction with 1.9M reactions from USPTO patents (1976-2016) (1) Given the reactants [NH:1]1[CH2:7][C:5](=[O:6])[NH:4][C:2]1=[O:3].C(=O)([O-])[O-].[K+].[K+].Br[CH2:15][C:16]([O:18][CH2:19][C:20]1[CH:25]=[CH:24][CH:23]=[CH:22][CH:21]=1)=[O:17].O, predict the reaction product. The product is: [O:3]=[C:2]1[NH:1][CH2:7][C:5](=[O:6])[N:4]1[CH2:15][C:16]([O:18][CH2:19][C:20]1[CH:25]=[CH:24][CH:23]=[CH:22][CH:21]=1)=[O:17]. (2) Given the reactants [C:1]([C:5]1[CH:9]=[C:8]([CH2:10][NH:11][C:12]([NH:14][C:15]2[CH:16]=[N:17][C:18]([CH2:21][CH2:22][O:23][Si](C(C)(C)C)(C)C)=[CH:19][CH:20]=2)=[O:13])[N:7]([C:31]2[CH:36]=[CH:35][CH:34]=[C:33]([O:37][CH3:38])[CH:32]=2)[N:6]=1)([CH3:4])([CH3:3])[CH3:2].Cl.C([O-])(O)=O.[Na+], predict the reaction product. The product is: [C:1]([C:5]1[CH:9]=[C:8]([CH2:10][NH:11][C:12]([NH:14][C:15]2[CH:16]=[N:17][C:18]([CH2:21][CH2:22][OH:23])=[CH:19][CH:20]=2)=[O:13])[N:7]([C:31]2[CH:36]=[CH:35][CH:34]=[C:33]([O:37][CH3:38])[CH:32]=2)[N:6]=1)([CH3:4])([CH3:2])[CH3:3]. (3) Given the reactants [Cl:1][C:2]1[CH:7]=[CH:6][C:5]([CH:8]([NH:15][C:16]([C:18]2([NH:33]C(=O)OC(C)(C)C)[CH2:23][CH2:22][N:21]([C:24]3[C:25]4[CH:32]=[CH:31][NH:30][C:26]=4[N:27]=[CH:28][N:29]=3)[CH2:20][CH2:19]2)=[O:17])[CH2:9][CH2:10][CH2:11][N:12]([CH3:14])[CH3:13])=[CH:4][CH:3]=1.C(O)(C(F)(F)F)=O, predict the reaction product. The product is: [NH2:33][C:18]1([C:16]([NH:15][CH:8]([C:5]2[CH:6]=[CH:7][C:2]([Cl:1])=[CH:3][CH:4]=2)[CH2:9][CH2:10][CH2:11][N:12]([CH3:14])[CH3:13])=[O:17])[CH2:19][CH2:20][N:21]([C:24]2[C:25]3[CH:32]=[CH:31][NH:30][C:26]=3[N:27]=[CH:28][N:29]=2)[CH2:22][CH2:23]1. (4) Given the reactants [CH:1]1([C:5]2[C:26]([C:27]3[NH:31][C:30]([CH3:32])=[N:29][N:28]=3)=[CH:25][C:8]([C:9]([N:11]3[CH2:16][CH2:15][CH:14]([C:17]4[CH:24]=[CH:23][C:20]([C:21]#[N:22])=[CH:19][CH:18]=4)[CH2:13][CH2:12]3)=[O:10])=[C:7]([CH3:33])[CH:6]=2)[CH2:4][CH2:3][CH2:2]1.[CH3:34][O:35]CC(NN)=O, predict the reaction product. The product is: [CH:1]1([C:5]2[C:26]([C:27]3[NH:31][C:30]([CH2:32][O:35][CH3:34])=[N:29][N:28]=3)=[CH:25][C:8]([C:9]([N:11]3[CH2:12][CH2:13][CH:14]([C:17]4[CH:24]=[CH:23][C:20]([C:21]#[N:22])=[CH:19][CH:18]=4)[CH2:15][CH2:16]3)=[O:10])=[C:7]([CH3:33])[CH:6]=2)[CH2:4][CH2:3][CH2:2]1. (5) The product is: [O:16]=[C:8]1[NH:9][C:10](=[O:15])[C:11]([C:13]#[N:14])=[CH:12][N:7]1[CH2:6][CH2:5][CH:4]=[O:3]. Given the reactants C([O:3][CH:4](OCC)[CH2:5][CH2:6][N:7]1[CH:12]=[C:11]([C:13]#[N:14])[C:10](=[O:15])[NH:9][C:8]1=[O:16])C, predict the reaction product. (6) Given the reactants Cl.C(OC([N:9]1[C@H:14]([CH2:15][NH:16][C:17]2[N:22]=[CH:21][C:20]([Br:23])=[CH:19][N:18]=2)[CH2:13][C@H:12]2[C@@H:10]1[CH2:11]2)=O)(C)(C)C, predict the reaction product. The product is: [C@H:10]12[CH2:11][C@H:12]1[CH2:13][C@@H:14]([CH2:15][NH:16][C:17]1[N:22]=[CH:21][C:20]([Br:23])=[CH:19][N:18]=1)[NH:9]2.